From a dataset of Catalyst prediction with 721,799 reactions and 888 catalyst types from USPTO. Predict which catalyst facilitates the given reaction. (1) Reactant: Br[C:2]1[N:3]=[C:4]([CH:24]2[CH2:29][CH2:28][CH2:27][CH2:26][CH2:25]2)[N:5]2[C:10]3[CH:11]=[CH:12][N:13]([S:14]([C:17]4[CH:23]=[CH:22][C:20]([CH3:21])=[CH:19][CH:18]=4)(=[O:16])=[O:15])[C:9]=3[N:8]=[CH:7][C:6]=12.CC1(C)C(C)(C)OB(/[CH:38]=[CH:39]/[C:40]([O:42][CH2:43][CH3:44])=[O:41])O1.C([O-])([O-])=O.[Na+].[Na+].O. Product: [CH:24]1([C:4]2[N:5]3[C:10]4[CH:11]=[CH:12][N:13]([S:14]([C:17]5[CH:18]=[CH:19][C:20]([CH3:21])=[CH:22][CH:23]=5)(=[O:15])=[O:16])[C:9]=4[N:8]=[CH:7][C:6]3=[C:2](/[CH:38]=[CH:39]/[C:40]([O:42][CH2:43][CH3:44])=[O:41])[N:3]=2)[CH2:29][CH2:28][CH2:27][CH2:26][CH2:25]1. The catalyst class is: 1. (2) Reactant: C([O:3][C:4]([C:6]1[C:10]([CH3:11])=[C:9]([CH2:12][N:13]2[CH2:18][CH2:17][CH2:16][CH2:15][CH2:14]2)[S:8][C:7]=1[NH:19][C:20](=[O:33])[C:21]1[CH:26]=[CH:25][CH:24]=[C:23]([CH2:27][N:28]([CH2:31][CH3:32])[CH2:29][CH3:30])[CH:22]=1)=O)C.O.[NH2:35][NH2:36]. Product: [CH2:31]([N:28]([CH2:27][C:23]1[CH:22]=[C:21]([CH:26]=[CH:25][CH:24]=1)[C:20]([NH:19][C:7]1[S:8][C:9]([CH2:12][N:13]2[CH2:18][CH2:17][CH2:16][CH2:15][CH2:14]2)=[C:10]([CH3:11])[C:6]=1[C:4]([NH:35][NH2:36])=[O:3])=[O:33])[CH2:29][CH3:30])[CH3:32]. The catalyst class is: 8. (3) Product: [CH3:1][O:2][C:3]1[CH:4]=[CH:5][C:6]([CH2:7][C:8]2([CH3:22])[C:13](=[O:14])[O:12][C:11]([CH3:16])([CH3:15])[O:10][C:9]2=[O:17])=[CH:18][CH:19]=1. Reactant: [CH3:1][O:2][C:3]1[CH:19]=[CH:18][C:6]([CH2:7][CH:8]2[C:13](=[O:14])[O:12][C:11]([CH3:16])([CH3:15])[O:10][C:9]2=[O:17])=[CH:5][CH:4]=1.IC.[CH2:22](N(CC)CC)C.[Cl-].[Na+]. The catalyst class is: 58. (4) Reactant: [C:1]([O:25]C)(=O)[CH2:2][CH2:3][CH2:4][CH2:5][CH2:6][CH2:7][CH2:8][CH2:9][C:10]#[C:11][C:12]#[C:13][CH2:14][CH2:15][CH2:16][CH2:17][CH2:18][CH2:19][CH2:20][CH2:21][CH2:22][CH3:23].[NH2:27][CH2:28][CH:29]([OH:32])[CH2:30][OH:31].C[O-].[Na+]. Product: [OH:32][CH:29]([CH2:30][OH:31])[CH2:28][NH:27][C:1](=[O:25])[CH2:2][CH2:3][CH2:4][CH2:5][CH2:6][CH2:7][CH2:8][CH2:9][C:10]#[C:11][C:12]#[C:13][CH2:14][CH2:15][CH2:16][CH2:17][CH2:18][CH2:19][CH2:20][CH2:21][CH2:22][CH3:23]. The catalyst class is: 5. (5) Reactant: Br[CH2:2][CH2:3][CH2:4][OH:5].[OH:6][C:7]1[CH:8]=[CH:9][C:10]([N+:15]([O-:17])=[O:16])=[C:11]([CH:14]=1)[CH:12]=[O:13].C([O-])([O-])=O.[K+].[K+].C(Cl)Cl. Product: [N+:15]([C:10]1[CH:9]=[CH:8][C:7]([O:6][CH2:2][CH2:3][CH2:4][OH:5])=[CH:14][C:11]=1[CH:12]=[O:13])([O-:17])=[O:16]. The catalyst class is: 10.